This data is from Full USPTO retrosynthesis dataset with 1.9M reactions from patents (1976-2016). The task is: Predict the reactants needed to synthesize the given product. (1) The reactants are: Cl[C:2]1[C:7]([C:8]#[C:9][C@H:10]([OH:12])[CH3:11])=[CH:6][N:5]=[C:4]2[CH:13]=[CH:14][S:15][C:3]=12.Cl.[NH2:17][C@H:18]1[CH2:23][CH2:22][C@H:21]([CH2:24][C:25]#[N:26])[CH2:20][CH2:19]1.C(=O)([O-])[O-].[Cs+].[Cs+].CC1(C)C2C=CC=C(P(C3C=CC=CC=3)C3C=CC=CC=3)C=2OC2C1=CC=CC=2P(C1C=CC=CC=1)C1C=CC=CC=1. Given the product [OH:12][C@@H:10]([C:9]1[N:17]([C@H:18]2[CH2:23][CH2:22][C@H:21]([CH2:24][C:25]#[N:26])[CH2:20][CH2:19]2)[C:2]2=[C:3]3[S:15][CH:14]=[CH:13][C:4]3=[N:5][CH:6]=[C:7]2[CH:8]=1)[CH3:11], predict the reactants needed to synthesize it. (2) Given the product [CH3:1][O:2][C:3]1[N:8]=[C:7]2[NH:9][C:10]([S:12]([CH2:13][C:14]3[C:19]([CH3:20])=[C:18]([O:21][CH3:22])[CH:17]=[CH:16][N:15]=3)=[O:32])=[N:11][C:6]2=[CH:5][C:4]=1[CH3:23], predict the reactants needed to synthesize it. The reactants are: [CH3:1][O:2][C:3]1[N:8]=[C:7]2[NH:9][C:10]([S:12][CH2:13][C:14]3[C:19]([CH3:20])=[C:18]([O:21][CH3:22])[CH:17]=[CH:16][N:15]=3)=[N:11][C:6]2=[CH:5][C:4]=1[CH3:23].ClC1C=CC=C(C(OO)=[O:32])C=1.C(=O)(O)[O-].[Na+]. (3) Given the product [OH:12][CH:4]([CH2:5][C:6]1[CH:11]=[CH:10][CH:9]=[CH:8][CH:7]=1)[CH2:3][N:2]([CH3:1])[C:21](=[O:22])[O:23][C:24]([CH3:25])([CH3:26])[CH3:27], predict the reactants needed to synthesize it. The reactants are: [CH3:1][NH:2][CH2:3][CH:4]([OH:12])[CH2:5][C:6]1[CH:11]=[CH:10][CH:9]=[CH:8][CH:7]=1.[CH3:25][C:24]([O:23][C:21](O[C:21]([O:23][C:24]([CH3:27])([CH3:26])[CH3:25])=[O:22])=[O:22])([CH3:27])[CH3:26]. (4) Given the product [C:1]([O:5][C:6]([NH:8][CH:9]1[CH2:14][CH2:13][N:12]([CH2:15][C:16]2[CH:21]=[CH:20][C:19]([N:31]3[C:26](=[O:25])[CH:27]=[CH:28][C:29]([C:32]([O:34][CH2:35][CH3:36])=[O:33])=[CH:30]3)=[CH:18][CH:17]=2)[CH2:11][CH2:10]1)=[O:7])([CH3:4])([CH3:3])[CH3:2], predict the reactants needed to synthesize it. The reactants are: [C:1]([O:5][C:6]([NH:8][CH:9]1[CH2:14][CH2:13][N:12]([CH2:15][C:16]2[CH:21]=[CH:20][C:19](B(O)O)=[CH:18][CH:17]=2)[CH2:11][CH2:10]1)=[O:7])([CH3:4])([CH3:3])[CH3:2].[OH:25][C:26]1[N:31]=[CH:30][C:29]([C:32]([O:34][CH2:35][CH3:36])=[O:33])=[CH:28][CH:27]=1.N1C=CC=CC=1. (5) Given the product [CH3:36][C:37]1[CH:42]=[C:41]([C:2]2[CH:7]=[C:6]([O:8][C:9]3[CH:10]=[CH:11][C:12]([NH:15][C:16]([N:18]4[CH2:22][CH2:21][N:20]([CH:23]5[CH2:28][CH2:27][O:26][CH2:25][CH2:24]5)[C:19]4=[O:29])=[O:17])=[N:13][CH:14]=3)[CH:5]=[CH:4][N:3]=2)[CH:40]=[CH:39][N:38]=1, predict the reactants needed to synthesize it. The reactants are: Cl[C:2]1[CH:7]=[C:6]([O:8][C:9]2[CH:10]=[CH:11][C:12]([NH:15][C:16]([N:18]3[CH2:22][CH2:21][N:20]([CH:23]4[CH2:28][CH2:27][O:26][CH2:25][CH2:24]4)[C:19]3=[O:29])=[O:17])=[N:13][CH:14]=2)[CH:5]=[CH:4][N:3]=1.C([O-])([O-])=O.[K+].[K+].[CH3:36][C:37]1[CH:42]=[C:41](B2OC(C)(C)C(C)(C)O2)[CH:40]=[CH:39][N:38]=1. (6) Given the product [CH3:62][CH:61]([CH3:63])[C@H:56]([N:51]1[CH2:50][C:49]2[C:53](=[CH:54][C:46]([C:43]3[CH:42]=[CH:41][C:40]([NH:39][C:75]([C:72]4[NH:71][C:70]([C:64]5[CH:65]=[CH:66][CH:67]=[CH:68][CH:69]=5)=[N:74][N:73]=4)=[O:76])=[CH:45][CH:44]=3)=[CH:47][CH:48]=2)[C:52]1=[O:55])[C:57]([O:59][CH3:60])=[O:58], predict the reactants needed to synthesize it. The reactants are: CC(C)[C@H](N1CC2C(=CC(C3C=CC(NC(C4SC(C5C=CC=CC=5)=CN=4)=O)=CC=3)=CC=2)C1=O)C(OC)=O.[NH2:39][C:40]1[CH:45]=[CH:44][C:43]([C:46]2[CH:54]=[C:53]3[C:49]([CH2:50][N:51]([C@@H:56]([CH:61]([CH3:63])[CH3:62])[C:57]([O:59][CH3:60])=[O:58])[C:52]3=[O:55])=[CH:48][CH:47]=2)=[CH:42][CH:41]=1.[C:64]1([C:70]2[NH:71][C:72]([C:75](OCC)=[O:76])=[N:73][N:74]=2)[CH:69]=[CH:68][CH:67]=[CH:66][CH:65]=1. (7) Given the product [CH3:8][O:9][C:10]1[CH:11]=[CH:12][C:13]([C:16]([NH:29][CH2:30][CH2:34][CH2:35][CH2:36][CH2:56][C:54]([O:53][C:48]2[C:49]([F:52])=[C:50]([F:51])[CH:45]=[C:46]([F:61])[C:47]=2[F:60])=[O:55])([C:17]2[CH:18]=[CH:19][CH:20]=[CH:21][CH:22]=2)[C:23]2[CH:28]=[CH:27][CH:26]=[CH:25][CH:24]=2)=[CH:14][CH:15]=1, predict the reactants needed to synthesize it. The reactants are: C([NH+](CC)CC)C.[CH3:8][O:9][C:10]1[CH:15]=[CH:14][C:13]([C:16]([NH:29][CH:30]([CH2:34][CH2:35][CH2:36]C)C([O-])=O)([C:23]2[CH:28]=[CH:27][CH:26]=[CH:25][CH:24]=2)[C:17]2[CH:22]=[CH:21][CH:20]=[CH:19][CH:18]=2)=[CH:12][CH:11]=1.C(N(CC)CC)C.[CH:45]1[C:50]([F:51])=[C:49]([F:52])[C:48]([O:53][C:54]([C:56](F)(F)F)=[O:55])=[C:47]([F:60])[C:46]=1[F:61]. (8) The reactants are: Cl[C:2]1[C:7]([O:8][CH2:9][CH2:10][O:11][C:12]2[CH:17]=[CH:16][CH:15]=[CH:14][CH:13]=2)=[N:6][CH:5]=[CH:4][N:3]=1.C([N:25]1[CH2:30][CH2:29][CH:28]([OH:31])[CH2:27][CH2:26]1)(OC(C)(C)C)=O. Given the product [NH:25]1[CH2:30][CH2:29][CH:28]([O:31][C:2]2[C:7]([O:8][CH2:9][CH2:10][O:11][C:12]3[CH:17]=[CH:16][CH:15]=[CH:14][CH:13]=3)=[N:6][CH:5]=[CH:4][N:3]=2)[CH2:27][CH2:26]1, predict the reactants needed to synthesize it. (9) Given the product [CH3:1][S:2][C:3]1[N:8]=[C:7]([NH:9][CH2:10][CH2:11][CH3:12])[C:6]([C:13]([NH:29][NH2:30])=[O:15])=[CH:5][N:4]=1, predict the reactants needed to synthesize it. The reactants are: [CH3:1][S:2][C:3]1[N:8]=[C:7]([NH:9][CH2:10][CH2:11][CH3:12])[C:6]([C:13]([OH:15])=O)=[CH:5][N:4]=1.C(N1C=CN=C1)(N1C=CN=C1)=O.O.[NH2:29][NH2:30].O.